This data is from Reaction yield outcomes from USPTO patents with 853,638 reactions. The task is: Predict the reaction yield, written as a fraction of the theoretical maximum amount of product (1.0 means a 100% yield; for example, 0.34 means a 34% yield). (1) The reactants are [CH3:1][N:2]1[C:7]2[S:8][C:9]([C:11]#[C:12][CH2:13][O:14][CH:15]3[CH2:20][CH2:19][CH2:18][CH2:17][O:16]3)=[CH:10][C:6]=2[C:5](=[O:21])[CH2:4][S:3]1(=[O:23])=[O:22].C(N(CC)CC)C.[Cl:31][C:32]1[CH:41]=[CH:40][C:35]([CH2:36][N:37]=[C:38]=[O:39])=[CH:34][CH:33]=1. The catalyst is CS(C)=O.Cl. The product is [Cl:31][C:32]1[CH:33]=[CH:34][C:35]([CH2:36][NH:37][C:38]([C:4]2[S:3](=[O:22])(=[O:23])[N:2]([CH3:1])[C:7]3[S:8][C:9]([C:11]#[C:12][CH2:13][O:14][CH:15]4[CH2:20][CH2:19][CH2:18][CH2:17][O:16]4)=[CH:10][C:6]=3[C:5]=2[OH:21])=[O:39])=[CH:40][CH:41]=1. The yield is 0.310. (2) The reactants are [F:1][C:2]1[CH:7]=[CH:6][CH:5]=[C:4]([F:8])[C:3]=1[N:9]1[C:14]2[N:15]=[C:16]([NH:27][CH2:28][CH2:29][NH2:30])[N:17]=[C:18]([C:19]3[CH:24]=[CH:23][C:22]([F:25])=[CH:21][C:20]=3[CH3:26])[C:13]=2[CH:12]=[CH:11][C:10]1=[O:31].[CH:32]1([N:38]=[C:39]=[O:40])[CH2:37][CH2:36][CH2:35][CH2:34][CH2:33]1. The yield is 0.780. No catalyst specified. The product is [F:1][C:2]1[CH:7]=[CH:6][CH:5]=[C:4]([F:8])[C:3]=1[N:9]1[C:14]2[N:15]=[C:16]([NH:27][CH2:28][CH2:29][NH:30][C:39]([NH:38][CH:32]3[CH2:37][CH2:36][CH2:35][CH2:34][CH2:33]3)=[O:40])[N:17]=[C:18]([C:19]3[CH:24]=[CH:23][C:22]([F:25])=[CH:21][C:20]=3[CH3:26])[C:13]=2[CH:12]=[CH:11][C:10]1=[O:31].